This data is from Peptide-MHC class I binding affinity with 185,985 pairs from IEDB/IMGT. The task is: Regression. Given a peptide amino acid sequence and an MHC pseudo amino acid sequence, predict their binding affinity value. This is MHC class I binding data. (1) The peptide sequence is AELIDSFTW. The MHC is HLA-B27:03 with pseudo-sequence HLA-B27:03. The binding affinity (normalized) is 0.0847. (2) The peptide sequence is MIYNSFNPY. The MHC is HLA-B15:02 with pseudo-sequence HLA-B15:02. The binding affinity (normalized) is 0.0847. (3) The peptide sequence is WLKHIEKNY. The MHC is HLA-A68:02 with pseudo-sequence HLA-A68:02. The binding affinity (normalized) is 0.0847. (4) The peptide sequence is GKDKVKVLEQT. The MHC is Mamu-B03 with pseudo-sequence Mamu-B03. The binding affinity (normalized) is 0. (5) The peptide sequence is IQKDINITHT. The MHC is HLA-A02:03 with pseudo-sequence HLA-A02:03. The binding affinity (normalized) is 0.461.